From a dataset of Reaction yield outcomes from USPTO patents with 853,638 reactions. Predict the reaction yield, written as a fraction of the theoretical maximum amount of product (1.0 means a 100% yield; for example, 0.34 means a 34% yield). (1) The reactants are [CH3:1][O:2][C:3]1[CH:4]=[C:5]([CH2:11][CH2:12][C:13]([NH2:15])=O)[CH:6]=[CH:7][C:8]=1[O:9][CH3:10].[H-].[H-].[H-].[H-].[Li+].[Al+3].[OH-].[Na+].[H-]. The catalyst is C1COCC1.O. The product is [CH3:1][O:2][C:3]1[CH:4]=[C:5]([CH2:11][CH2:12][CH2:13][NH2:15])[CH:6]=[CH:7][C:8]=1[O:9][CH3:10]. The yield is 0.680. (2) The catalyst is CCCCCC.[Cu]I.Cl[Pd](Cl)([P](C1C=CC=CC=1)(C1C=CC=CC=1)C1C=CC=CC=1)[P](C1C=CC=CC=1)(C1C=CC=CC=1)C1C=CC=CC=1. The yield is 0.900. The reactants are [CH2:1]([O:3][C:4](=[O:15])[C:5]([C:8]1[CH:13]=[CH:12][CH:11]=[C:10](Br)[CH:9]=1)([CH3:7])[CH3:6])[CH3:2].C(N(CC)CC)C.[CH3:23][Si:24]([C:27]#[CH:28])([CH3:26])[CH3:25].C(OCC)(=O)C. The product is [CH2:1]([O:3][C:4](=[O:15])[C:5]([CH3:7])([C:8]1[CH:13]=[CH:12][CH:11]=[C:10]([C:28]#[C:27][Si:24]([CH3:26])([CH3:25])[CH3:23])[CH:9]=1)[CH3:6])[CH3:2]. (3) The reactants are [CH3:1][C:2]1[N:7]=[C:6]([C:8]2[CH:17]=[C:16]([O:18][CH:19]3[CH2:36][CH:35]4[CH:21]([C:22](=[O:42])[N:23]([CH3:41])[CH2:24][CH2:25][CH2:26][CH2:27][CH:28]=[CH:29][CH:30]5[C:32]([C:38]([OH:40])=O)([NH:33][C:34]4=[O:37])[CH2:31]5)[CH2:20]3)[C:15]3[C:10](=[C:11]([CH3:45])[C:12]([O:43][CH3:44])=[CH:13][CH:14]=3)[N:9]=2)[CH:5]=[CH:4][CH:3]=1.C1N=CN(C(N2C=NC=C2)=O)C=1.[CH:58]1([S:61]([NH2:64])(=[O:63])=[O:62])[CH2:60][CH2:59]1.C1CCN2C(=NCCC2)CC1.C(O)(=O)CC(CC(O)=O)(C(O)=O)O. The yield is 0.520. The catalyst is C1COCC1. The product is [CH3:1][C:2]1[N:7]=[C:6]([C:8]2[CH:17]=[C:16]([O:18][CH:19]3[CH2:36][CH:35]4[CH:21]([C:22](=[O:42])[N:23]([CH3:41])[CH2:24][CH2:25][CH2:26][CH2:27][CH:28]=[CH:29][CH:30]5[C:32]([C:38]([NH:64][S:61]([CH:58]6[CH2:60][CH2:59]6)(=[O:63])=[O:62])=[O:40])([NH:33][C:34]4=[O:37])[CH2:31]5)[CH2:20]3)[C:15]3[C:10](=[C:11]([CH3:45])[C:12]([O:43][CH3:44])=[CH:13][CH:14]=3)[N:9]=2)[CH:5]=[CH:4][CH:3]=1. (4) The reactants are COC1C=C(OC)C=CC=1C[N:6]([C:35]1[CH:40]=[CH:39][N:38]=[CH:37][N:36]=1)[S:7]([C:10]1[CH:15]=[C:14]([CH3:16])[C:13]([O:17][C@H:18]2[CH2:22][CH2:21][CH2:20][C@@H:19]2[C:23]2[N:27](C3CCCCO3)[N:26]=[CH:25][CH:24]=2)=[CH:12][C:11]=1[F:34])(=[O:9])=[O:8].C([SiH](CC)CC)C.FC(F)(F)C(O)=O. The catalyst is ClCCl. The product is [F:34][C:11]1[CH:12]=[C:13]([O:17][C@H:18]2[CH2:22][CH2:21][CH2:20][C@@H:19]2[C:23]2[NH:27][N:26]=[CH:25][CH:24]=2)[C:14]([CH3:16])=[CH:15][C:10]=1[S:7]([NH:6][C:35]1[CH:40]=[CH:39][N:38]=[CH:37][N:36]=1)(=[O:8])=[O:9]. The yield is 0.990.